Dataset: Full USPTO retrosynthesis dataset with 1.9M reactions from patents (1976-2016). Task: Predict the reactants needed to synthesize the given product. (1) Given the product [CH2:1]([O:3][PH:4](=[O:8])[O:5][CH2:6][C:7]1[CH:27]=[CH:29][CH:31]=[CH:32][CH:26]=1)[C:2]1[CH:31]=[CH:32][CH:26]=[CH:27][CH:29]=1, predict the reactants needed to synthesize it. The reactants are: [CH2:1]([O:3][PH:4](=[O:8])[O:5][CH2:6][CH3:7])[CH3:2].[O-]S(C(F)(F)F)(=O)=O.C(=O)([O-])[O-].[Cs+].[Cs+].C1C=[C:27]2[C:29]([C:31](O)(O)[C:32](=O)[C:26]2=CC=1)=O. (2) Given the product [Cl:1][C:2]1[CH:3]=[C:4]2[C:10]([C:11]3[N:16]=[C:15]([NH:32][C@H:33]4[CH2:38][CH2:37][CH2:36][N:35]([C:39]([O:41][C:42]([CH3:45])([CH3:44])[CH3:43])=[O:40])[CH2:34]4)[C:14]([F:21])=[CH:13][N:12]=3)=[CH:9][N:8]([S:22]([C:25]3[CH:30]=[CH:29][C:28]([CH3:31])=[CH:27][CH:26]=3)(=[O:24])=[O:23])[C:5]2=[N:6][CH:7]=1, predict the reactants needed to synthesize it. The reactants are: [Cl:1][C:2]1[CH:3]=[C:4]2[C:10]([C:11]3[N:16]=[C:15](S(C)(=O)=O)[C:14]([F:21])=[CH:13][N:12]=3)=[CH:9][N:8]([S:22]([C:25]3[CH:30]=[CH:29][C:28]([CH3:31])=[CH:27][CH:26]=3)(=[O:24])=[O:23])[C:5]2=[N:6][CH:7]=1.[NH2:32][C@H:33]1[CH2:38][CH2:37][CH2:36][N:35]([C:39]([O:41][C:42]([CH3:45])([CH3:44])[CH3:43])=[O:40])[CH2:34]1.C(N(C(C)C)CC)(C)C.[NH4+].[Cl-]. (3) Given the product [CH:23]([C:19]1[CH:20]=[CH:21][CH:22]=[C:17]([C:1]2[CH:6]=[CH:5][CH:4]=[CH:3][CH:2]=2)[N:18]=1)=[O:24], predict the reactants needed to synthesize it. The reactants are: [C:1]1(B(O)O)[CH:6]=[CH:5][CH:4]=[CH:3][CH:2]=1.C([O-])([O-])=O.[Na+].[Na+].Br[C:17]1[CH:22]=[CH:21][CH:20]=[C:19]([CH:23]=[O:24])[N:18]=1. (4) The reactants are: [Na].O=[C:3]1O[C@H:8]([C@H:10]([CH2:12]O)O)[C:6](O)=[C:4]1O.O[N:15]1[C:19](=[O:20])[CH2:18][CH:17](S(O)(=O)=O)[C:16]1=[O:25].C1C(=O)[N:30](O)[C:28](=[O:29])C1S([O-])(=O)=O.[Na+].[CH2:39](Cl)CCl. Given the product [CH3:39][CH2:18][C:17]1([C:12]2[CH:10]=[CH:8][CH:6]=[CH:4][CH:3]=2)[C:16](=[O:25])[NH:15][C:19](=[O:20])[NH:30][C:28]1=[O:29], predict the reactants needed to synthesize it. (5) Given the product [Br:1][C:2]1[CH:7]=[CH:6][C:5]([CH:8]([C:16]2[CH:21]=[CH:20][CH:19]=[CH:18][C:17]=2[CH3:22])[CH2:9][C:10]([C:29]2[C:24]([F:23])=[N:25][CH:26]=[C:27]([CH3:30])[CH:28]=2)=[O:11])=[CH:4][CH:3]=1, predict the reactants needed to synthesize it. The reactants are: [Br:1][C:2]1[CH:7]=[CH:6][C:5]([CH:8]([C:16]2[CH:21]=[CH:20][CH:19]=[CH:18][C:17]=2[CH3:22])[CH2:9][C:10](N(OC)C)=[O:11])=[CH:4][CH:3]=1.[F:23][C:24]1[CH:29]=[CH:28][C:27]([CH3:30])=[CH:26][N:25]=1. (6) The reactants are: [H-].[H-].[H-].[H-].[Li+].[Al+3].[CH3:7][N:8]1[C:15](=O)[CH:14]2[NH:17][CH:10]([CH2:11][CH2:12][CH2:13]2)[C:9]1=O.Cl. Given the product [CH3:7][N:8]1[CH2:15][CH:14]2[NH:17][CH:10]([CH2:11][CH2:12][CH2:13]2)[CH2:9]1, predict the reactants needed to synthesize it. (7) The reactants are: [OH:1][CH2:2][N:3]1[CH:6]([C:7]#[C:8][Si:9]([CH3:12])([CH3:11])[CH3:10])[CH2:5][C:4]1=[O:13].C(OC=C)(=O)C. Given the product [OH:1][CH2:2][N:3]1[C@@H:6]([C:7]#[C:8][Si:9]([CH3:12])([CH3:11])[CH3:10])[CH2:5][C:4]1=[O:13], predict the reactants needed to synthesize it.